Dataset: Retrosynthesis with 50K atom-mapped reactions and 10 reaction types from USPTO. Task: Predict the reactants needed to synthesize the given product. (1) Given the product CC(=O)Nc1nsnc1-c1c(Cl)cccc1Cl, predict the reactants needed to synthesize it. The reactants are: CC(=O)Cl.Nc1nsnc1-c1c(Cl)cccc1Cl. (2) Given the product CCCC[C@H](CO)NC(=O)c1c(C)nc2c(OCc3ccccc3)cccn12, predict the reactants needed to synthesize it. The reactants are: CCCC[C@@H](N)CO.Cc1nc2c(OCc3ccccc3)cccn2c1C(=O)O. (3) The reactants are: CC1(C)OB(c2ccc(O)cc2)OC1(C)C.NS(=O)(=O)c1ccc(CNc2nccn3c(Br)cnc23)cc1. Given the product NS(=O)(=O)c1ccc(CNc2nccn3c(-c4ccc(O)cc4)cnc23)cc1, predict the reactants needed to synthesize it.